Dataset: Full USPTO retrosynthesis dataset with 1.9M reactions from patents (1976-2016). Task: Predict the reactants needed to synthesize the given product. (1) Given the product [Cl:12][C:9]1[CH:10]=[CH:11][C:6]([O:5][C:4]2[CH:3]=[C:2]([CH:22]=[CH:21][CH:20]=2)[O:35][C:32]2[CH:33]=[CH:34][C:29]([S:28][CH2:27][C:26]([OH:37])=[O:25])=[C:30]([CH3:36])[CH:31]=2)=[C:7]([O:13][C:14]2[CH:19]=[CH:18][CH:17]=[CH:16][CH:15]=2)[CH:8]=1, predict the reactants needed to synthesize it. The reactants are: Br[C:2]1[CH:3]=[C:4]([CH:20]=[CH:21][CH:22]=1)[O:5][C:6]1[CH:11]=[CH:10][C:9]([Cl:12])=[CH:8][C:7]=1[O:13][C:14]1[CH:19]=[CH:18][CH:17]=[CH:16][CH:15]=1.C([O:25][C:26](=[O:37])[CH2:27][S:28][C:29]1[CH:34]=[CH:33][C:32]([OH:35])=[CH:31][C:30]=1[CH3:36])C.CC(C)(C(=O)CC(=O)C(C)(C)C)C.C(=O)([O-])[O-].[Cs+].[Cs+].[OH-].[Na+]. (2) Given the product [CH:20]([O:19][CH:13]([CH2:12][C:6]1[CH:7]=[CH:8][C:9]([O:10][CH3:11])=[C:4]([CH2:3][CH2:2][O:1][C:32]([NH:31][C:28]2[CH:29]=[CH:30][C:25]([O:24][CH3:23])=[CH:26][CH:27]=2)=[O:33])[CH:5]=1)[C:14]([OH:16])=[O:15])([CH3:21])[CH3:22], predict the reactants needed to synthesize it. The reactants are: [OH:1][CH2:2][CH2:3][C:4]1[CH:5]=[C:6]([CH2:12][CH:13]([O:19][CH:20]([CH3:22])[CH3:21])[C:14]([O:16]CC)=[O:15])[CH:7]=[CH:8][C:9]=1[O:10][CH3:11].[CH3:23][O:24][C:25]1[CH:30]=[CH:29][C:28]([N:31]=[C:32]=[O:33])=[CH:27][CH:26]=1. (3) Given the product [Br:1][C:2]1[CH:7]=[CH:6][C:5]([C@H:8]([NH:10][S:13]([CH2:11][CH3:12])(=[O:15])=[O:14])[CH3:9])=[CH:4][CH:3]=1, predict the reactants needed to synthesize it. The reactants are: [Br:1][C:2]1[CH:7]=[CH:6][C:5]([C@H:8]([NH2:10])[CH3:9])=[CH:4][CH:3]=1.[CH2:11]([S:13](Cl)(=[O:15])=[O:14])[CH3:12].N1C=CC=CC=1. (4) Given the product [F:1][C:2]([F:17])([F:18])[C:3]1[CH:4]=[C:5]([CH:13]([N:15]([CH3:16])[C:26]([N:41]2[CH2:40][CH:39]3[CH2:45][CH:43]([CH2:44][N:37]([CH2:30][C:31]4[CH:32]=[CH:33][CH:34]=[CH:35][CH:36]=4)[CH2:38]3)[CH:42]2[C:46]2[CH:51]=[CH:50][C:49]([F:52])=[CH:48][C:47]=2[CH3:53])=[O:27])[CH3:14])[CH:6]=[C:7]([C:9]([F:10])([F:11])[F:12])[CH:8]=1, predict the reactants needed to synthesize it. The reactants are: [F:1][C:2]([F:18])([F:17])[C:3]1[CH:4]=[C:5]([C@H:13]([NH:15][CH3:16])[CH3:14])[CH:6]=[C:7]([C:9]([F:12])([F:11])[F:10])[CH:8]=1.C(N(CC)CC)C.[C:26](Cl)(Cl)=[O:27].[CH2:30]([N:37]1[CH2:44][CH:43]2[CH2:45][CH:39]([CH2:40][NH:41][CH:42]2[C:46]2[CH:51]=[CH:50][C:49]([F:52])=[CH:48][C:47]=2[CH3:53])[CH2:38]1)[C:31]1[CH:36]=[CH:35][CH:34]=[CH:33][CH:32]=1. (5) Given the product [C:33]([O:32][C:30](=[O:31])[CH2:29][N:11]([C:12]1[CH:17]=[CH:16][CH:15]=[C:14]([CH:18]([CH2:42][C:41]2[CH:44]=[CH:45][C:38]([Br:37])=[CH:39][CH:40]=2)[NH:19][S:20]([C:23]2[CH:28]=[CH:27][CH:26]=[CH:25][N:24]=2)(=[O:22])=[O:21])[N:13]=1)[C:9]([O:8][C:4]([CH3:7])([CH3:6])[CH3:5])=[O:10])([CH3:36])([CH3:35])[CH3:34], predict the reactants needed to synthesize it. The reactants are: C(#N)C.[C:4]([O:8][C:9]([N:11]([CH2:29][C:30]([O:32][C:33]([CH3:36])([CH3:35])[CH3:34])=[O:31])[C:12]1[CH:17]=[CH:16][CH:15]=[C:14]([CH2:18][NH:19][S:20]([C:23]2[CH:28]=[CH:27][CH:26]=[CH:25][N:24]=2)(=[O:22])=[O:21])[N:13]=1)=[O:10])([CH3:7])([CH3:6])[CH3:5].[Br:37][C:38]1[CH:45]=[CH:44][C:41]([CH2:42]Br)=[CH:40][CH:39]=1.C(=O)([O-])[O-].[K+].[K+].